From a dataset of Catalyst prediction with 721,799 reactions and 888 catalyst types from USPTO. Predict which catalyst facilitates the given reaction. (1) Reactant: [CH2:1]([N:8]1[C:14](=O)[CH:13]2[N:16](C)[CH:10]([CH2:11][CH2:12]2)[C:9]1=O)[C:2]1[CH:7]=[CH:6][CH:5]=[CH:4][CH:3]=1.O1CCOC[CH2:20]1.[H-].[H-].[H-].[H-].[Li+].[Al+3].O. Product: [CH2:1]([N:8]1[CH2:9][CH:10]2[NH:16][C:13]([CH3:20])([CH2:12][CH2:11]2)[CH2:14]1)[C:2]1[CH:3]=[CH:4][CH:5]=[CH:6][CH:7]=1. The catalyst class is: 12. (2) Reactant: [NH2:1][C@H:2]([C:13]([NH:15][CH2:16][CH2:17][CH2:18][CH2:19][NH:20][C:21]([O:23][C:24]([CH3:27])([CH3:26])[CH3:25])=[O:22])=[O:14])[CH2:3][C:4]1[C:12]2[C:7](=[CH:8][CH:9]=[CH:10][CH:11]=2)[NH:6][CH:5]=1.[NH:28]([C:53]([O:55][C:56]([CH3:59])([CH3:58])[CH3:57])=[O:54])[C@H:29]([C:45]([NH:47][C@H:48]([C:50](O)=[O:51])[CH3:49])=[O:46])[CH2:30][C:31]1[CH:36]=[CH:35][C:34]([O:37][CH2:38][C:39]2[CH:44]=[CH:43][CH:42]=[CH:41][CH:40]=2)=[CH:33][CH:32]=1.C(Cl)CCl.C1C=CC2N(O)N=NC=2C=1. Product: [NH:28]([C:53]([O:55][C:56]([CH3:57])([CH3:59])[CH3:58])=[O:54])[C@H:29]([C:45]([NH:47][C@H:48]([C:50]([NH:1][C@H:2]([C:13]([NH:15][CH2:16][CH2:17][CH2:18][CH2:19][NH:20][C:21]([O:23][C:24]([CH3:27])([CH3:26])[CH3:25])=[O:22])=[O:14])[CH2:3][C:4]1[C:12]2[C:7](=[CH:8][CH:9]=[CH:10][CH:11]=2)[NH:6][CH:5]=1)=[O:51])[CH3:49])=[O:46])[CH2:30][C:31]1[CH:36]=[CH:35][C:34]([O:37][CH2:38][C:39]2[CH:44]=[CH:43][CH:42]=[CH:41][CH:40]=2)=[CH:33][CH:32]=1. The catalyst class is: 59. (3) Reactant: C[O:2][C:3]1[CH:4]=[CH:5][CH:6]=[C:7]2[C:12]=1[N:11]=[CH:10][N:9]=[C:8]2[C:13]1[CH:18]=[CH:17][CH:16]=[CH:15][CH:14]=1.ClCCl.[Cl-].[Al+3].[Cl-].[Cl-].C(=O)(O)[O-].[Na+]. Product: [C:13]1([C:8]2[C:7]3[C:12](=[C:3]([OH:2])[CH:4]=[CH:5][CH:6]=3)[N:11]=[CH:10][N:9]=2)[CH:14]=[CH:15][CH:16]=[CH:17][CH:18]=1. The catalyst class is: 13. (4) Reactant: [NH2:1][C:2]1[CH:3]=[C:4]2[O:10][C:9]([C:11]3[CH:12]=[C:13]([NH:18][C:19]([C:21]4[O:22][CH:23]=[CH:24][CH:25]=4)=[O:20])[CH:14]=[CH:15][C:16]=3[Cl:17])=[N:8][C:5]2=[N:6][CH:7]=1.C(N(CC)CC)C.Cl[C:34]([O:36][CH:37]([CH3:39])[CH3:38])=[O:35]. Product: [Cl:17][C:16]1[CH:15]=[CH:14][C:13]([NH:18][C:19]([C:21]2[O:22][CH:23]=[CH:24][CH:25]=2)=[O:20])=[CH:12][C:11]=1[C:9]1[O:10][C:4]2[C:5]([N:8]=1)=[N:6][CH:7]=[C:2]([NH:1][C:34](=[O:35])[O:36][CH:37]([CH3:39])[CH3:38])[CH:3]=2. The catalyst class is: 4. (5) Reactant: [C:1]([O:5][C:6]([NH:8][C@@:9]12[CH2:16][CH2:15][CH2:14][C@:13]1([F:17])[CH2:12][N:11]([C@@H](C1C=CC=CC=1)C)[CH2:10]2)=[O:7])([CH3:4])([CH3:3])[CH3:2].[H][H]. Product: [C:1]([O:5][C:6]([NH:8][C@@:9]12[CH2:16][CH2:15][CH2:14][C@:13]1([F:17])[CH2:12][NH:11][CH2:10]2)=[O:7])([CH3:4])([CH3:2])[CH3:3]. The catalyst class is: 178.